From a dataset of Forward reaction prediction with 1.9M reactions from USPTO patents (1976-2016). Predict the product of the given reaction. (1) Given the reactants [CH3:1][CH:2]1[CH:9]2[CH:5]([CH2:6][N:7]([C:10]([O:12][C:13]([CH3:16])([CH3:15])[CH3:14])=[O:11])[CH2:8]2)[CH2:4][C:3]1=O.[CH2:18]([NH2:25])[C:19]1[CH:24]=[CH:23][CH:22]=[CH:21][CH:20]=1.S([O-])([O-])(=O)=O.[Mg+2].C(O[BH-](OC(=O)C)OC(=O)C)(=O)C.[Na+], predict the reaction product. The product is: [CH2:18]([NH:25][CH:3]1[CH2:4][CH:5]2[CH2:6][N:7]([C:10]([O:12][C:13]([CH3:16])([CH3:15])[CH3:14])=[O:11])[CH2:8][CH:9]2[CH:2]1[CH3:1])[C:19]1[CH:24]=[CH:23][CH:22]=[CH:21][CH:20]=1. (2) Given the reactants [CH:1]1([C:4]2[CH:5]=[CH:6][C:7]([C:15]([OH:17])=O)=[N:8][C:9]=2[O:10][CH2:11][CH:12]2[CH2:14][CH2:13]2)[CH2:3][CH2:2]1.[NH2:18][C:19]([CH2:26][CH3:27])([CH2:24][CH3:25])[C:20]([NH:22][CH3:23])=[O:21], predict the reaction product. The product is: [CH2:24]([C:19]([NH:18][C:15]([C:7]1[CH:6]=[CH:5][C:4]([CH:1]2[CH2:2][CH2:3]2)=[C:9]([O:10][CH2:11][CH:12]2[CH2:13][CH2:14]2)[N:8]=1)=[O:17])([C:20](=[O:21])[NH:22][CH3:23])[CH2:26][CH3:27])[CH3:25]. (3) Given the reactants Br[CH2:2][CH2:3][CH3:4].C(N(C(C)C)C(C)C)C.[Cl:14][C:15]1[CH:20]=[CH:19][C:18]([C:21]2[CH:22]=[CH:23][C:24]([C:27]#[C:28][C:29]3[CH:34]=[CH:33][C:32](/[C:35](/[CH3:44])=[CH:36]/[C@H:37]([NH:39][CH2:40][CH:41]4[CH2:43][CH2:42]4)[CH3:38])=[CH:31][CH:30]=3)=[N:25][CH:26]=2)=[CH:17][CH:16]=1, predict the reaction product. The product is: [Cl:14][C:15]1[CH:20]=[CH:19][C:18]([C:21]2[CH:22]=[CH:23][C:24]([C:27]#[C:28][C:29]3[CH:30]=[CH:31][C:32](/[C:35](/[CH3:44])=[CH:36]/[C@H:37]([N:39]([CH2:40][CH:41]4[CH2:43][CH2:42]4)[CH2:2][CH2:3][CH3:4])[CH3:38])=[CH:33][CH:34]=3)=[N:25][CH:26]=2)=[CH:17][CH:16]=1. (4) Given the reactants [Cl:1][C:2]1[CH:10]=[C:9]([C:11]([NH:13][CH:14]([C:16]2[NH:20][C:19]3[CH:21]=[CH:22][C:23]([Cl:25])=[CH:24][C:18]=3[N:17]=2)[CH3:15])=[O:12])[CH:8]=[CH:7][C:3]=1[C:4]([OH:6])=O.CN(C(ON1N=NC2C=CC=CC1=2)=[N+](C)C)C.[B-](F)(F)(F)F.C(N(C(C)C)CC)(C)C.[CH3:57][N:58]([CH3:69])[C:59]([CH2:61][CH:62]1[NH:67][CH2:66][CH2:65][NH:64][C:63]1=[O:68])=[O:60].ClCl, predict the reaction product. The product is: [Cl:1][C:2]1[CH:10]=[C:9]([CH:8]=[CH:7][C:3]=1[C:4]([N:67]1[CH2:66][CH2:65][NH:64][C:63](=[O:68])[CH:62]1[CH2:61][C:59]([N:58]([CH3:57])[CH3:69])=[O:60])=[O:6])[C:11]([NH:13][CH:14]([C:16]1[NH:20][C:19]2[CH:21]=[CH:22][C:23]([Cl:25])=[CH:24][C:18]=2[N:17]=1)[CH3:15])=[O:12]. (5) Given the reactants [NH2:1][C:2]1[CH:3]=[CH:4][C:5]([F:19])=[C:6]([C@:8]2([CH3:18])[C@@H:16]3[C@@H:12]([CH2:13][O:14][CH2:15]3)[O:11][C:10]([NH2:17])=[N:9]2)[CH:7]=1.[F:20][C:21]([F:34])([F:33])[CH2:22][O:23][C:24]1[CH:25]=[CH:26][C:27]([C:30](O)=[O:31])=[N:28][CH:29]=1, predict the reaction product. The product is: [NH2:17][C:10]1[O:11][C@H:12]2[C@@H:16]([C@:8]([C:6]3[CH:7]=[C:2]([NH:1][C:30]([C:27]4[CH:26]=[CH:25][C:24]([O:23][CH2:22][C:21]([F:34])([F:33])[F:20])=[CH:29][N:28]=4)=[O:31])[CH:3]=[CH:4][C:5]=3[F:19])([CH3:18])[N:9]=1)[CH2:15][O:14][CH2:13]2.